From a dataset of Forward reaction prediction with 1.9M reactions from USPTO patents (1976-2016). Predict the product of the given reaction. (1) Given the reactants ClC1C=CC=C(C(OO)=[O:9])C=1.[CH3:12][C:13]([CH3:28])=[CH:14][C:15]([NH:17][CH2:18][C:19]1[CH:24]=[CH:23][CH:22]=[CH:21][C:20]=1[N+:25]([O-:27])=[O:26])=[O:16].C(Cl)(Cl)Cl.C(=O)([O-])O.[Na+], predict the reaction product. The product is: [CH3:12][C:13]1([CH3:28])[O:9][CH:14]1[C:15]([NH:17][CH2:18][C:19]1[CH:24]=[CH:23][CH:22]=[CH:21][C:20]=1[N+:25]([O-:27])=[O:26])=[O:16]. (2) Given the reactants [NH2:1][C:2]1[CH:7]=[CH:6][CH:5]=[CH:4][C:3]=1[NH:8][C:9](=[O:26])[CH2:10][CH2:11][CH2:12][CH2:13][CH2:14][N:15]1[CH2:23][C:22]2[C:17](=[CH:18][CH:19]=[CH:20][C:21]=2Br)[C:16]1=[O:25].[N:27]1[CH:32]=[CH:31][CH:30]=[C:29](B(O)O)[CH:28]=1, predict the reaction product. The product is: [NH2:1][C:2]1[CH:7]=[CH:6][CH:5]=[CH:4][C:3]=1[NH:8][C:9](=[O:26])[CH2:10][CH2:11][CH2:12][CH2:13][CH2:14][N:15]1[CH2:23][C:22]2[C:17](=[CH:18][CH:19]=[CH:20][C:21]=2[C:29]2[CH:28]=[N:27][CH:32]=[CH:31][CH:30]=2)[C:16]1=[O:25]. (3) Given the reactants [CH3:1][N:2]1[C:11]2[C:6](=[CH:7][CH:8]=[C:9]([N+:12]([O-])=O)[CH:10]=2)[CH2:5][CH2:4][CH2:3]1, predict the reaction product. The product is: [NH2:12][C:9]1[CH:10]=[C:11]2[C:6]([CH2:5][CH2:4][CH2:3][N:2]2[CH3:1])=[CH:7][CH:8]=1. (4) Given the reactants [CH3:1][C:2]1[NH:3][C:4]2[C:9]([CH:10]=1)=[C:8]([O:11][CH2:12][CH:13]([OH:35])[CH2:14][N:15]1[CH2:22][CH:21]3[N:23]([C:25]4[CH:34]=[CH:33][C:32]5[C:27](=[CH:28][CH:29]=[CH:30][CH:31]=5)[CH:26]=4)[CH2:24][CH:16]1[CH2:17][CH:18]=[CH:19][CH2:20]3)[CH:7]=[CH:6][CH:5]=2, predict the reaction product. The product is: [CH3:1][C:2]1[NH:3][C:4]2[C:9]([CH:10]=1)=[C:8]([O:11][CH2:12][CH:13]([OH:35])[CH2:14][N:15]1[CH2:22][CH:21]3[N:23]([CH:25]4[CH2:34][CH2:33][C:32]5[C:27](=[CH:28][CH:29]=[CH:30][CH:31]=5)[CH2:26]4)[CH2:24][CH:16]1[CH2:17][CH2:18][CH2:19][CH2:20]3)[CH:7]=[CH:6][CH:5]=2. (5) Given the reactants O=C1C2C(=CC=CC=2)C(=O)[N:3]1[CH:12]([C:22]1[CH:27]=[CH:26][CH:25]=[CH:24][CH:23]=1)[CH2:13][NH:14][C:15](=[O:21])[O:16][C:17]([CH3:20])([CH3:19])[CH3:18].CN.NN, predict the reaction product. The product is: [NH2:3][CH:12]([C:22]1[CH:27]=[CH:26][CH:25]=[CH:24][CH:23]=1)[CH2:13][NH:14][C:15](=[O:21])[O:16][C:17]([CH3:20])([CH3:18])[CH3:19].